Dataset: Full USPTO retrosynthesis dataset with 1.9M reactions from patents (1976-2016). Task: Predict the reactants needed to synthesize the given product. (1) Given the product [NH2:17][C:3]1[C:4](=[O:16])[NH:5][C:6](=[S:15])[N:7]([CH2:8][C:9]2[C:13]([CH3:14])=[N:12][O:11][N:10]=2)[C:2]=1[NH2:1], predict the reactants needed to synthesize it. The reactants are: [NH2:1][C:2]1[N:7]([CH2:8][C:9]2[C:13]([CH3:14])=[N:12][O:11][N:10]=2)[C:6](=[S:15])[NH:5][C:4](=[O:16])[CH:3]=1.[N:17]([O-])=O.[Na+].S(S([O-])=O)([O-])=O.[Na+].[Na+]. (2) The reactants are: [CH3:1]C(C)([O-])C.[K+].[Cl:7][C:8]1[CH:13]=[C:12]([C:14]([C:16]2[CH:25]=[C:24]([CH3:26])[C:19]3[NH:20][C:21](=[O:23])[O:22][C:18]=3[CH:17]=2)=[O:15])[CH:11]=[CH:10][N:9]=1.CI. Given the product [Cl:7][C:8]1[CH:13]=[C:12]([C:14]([C:16]2[CH:25]=[C:24]([CH3:26])[C:19]3[N:20]([CH3:1])[C:21](=[O:23])[O:22][C:18]=3[CH:17]=2)=[O:15])[CH:11]=[CH:10][N:9]=1, predict the reactants needed to synthesize it. (3) The reactants are: [CH3:1][C:2]([C:4]1[CH:9]=[CH:8][C:7]([Br:10])=[CH:6][CH:5]=1)=[O:3].[C:11](OCC)(=[O:17])[C:12]([O:14][CH2:15][CH3:16])=[O:13].[H-].[Na+].O. Given the product [Br:10][C:7]1[CH:8]=[CH:9][C:4]([C:2]([OH:3])=[CH:1][C:11](=[O:17])[C:12]([O:14][CH2:15][CH3:16])=[O:13])=[CH:5][CH:6]=1, predict the reactants needed to synthesize it. (4) Given the product [Br:31][C:13]1[CH:14]=[CH:15][C:9]2[C:8]([C:16]3[CH:17]=[CH:18][C:19]([CH3:22])=[CH:20][CH:21]=3)=[C:7]([C:4]3[CH:5]=[CH:6][C:1]([CH3:23])=[CH:2][CH:3]=3)[S:11][C:10]=2[CH:12]=1, predict the reactants needed to synthesize it. The reactants are: [C:1]1([CH3:23])[CH:6]=[CH:5][C:4]([C:7]2[S:11][C:10]3[CH:12]=[CH:13][CH:14]=[CH:15][C:9]=3[C:8]=2[C:16]2[CH:21]=[CH:20][C:19]([CH3:22])=[CH:18][CH:17]=2)=[CH:3][CH:2]=1.C1C(=O)N([Br:31])C(=O)C1.O.